The task is: Predict which catalyst facilitates the given reaction.. This data is from Catalyst prediction with 721,799 reactions and 888 catalyst types from USPTO. (1) Reactant: C(OC(N=NC(OC(C)C)=O)=O)(C)C.C1(P(C2C=CC=CC=2)C2C=CC=CC=2)C=CC=CC=1.[OH:34][C:35]1[CH:40]=[CH:39][C:38]([CH:41]2[CH2:46][CH2:45][CH2:44][C:43](=[O:47])[CH2:42]2)=[CH:37][CH:36]=1.[Cl:48][C:49]1[CH:59]=[C:58]([O:60][CH2:61][CH:62]=[C:63]([Cl:65])[Cl:64])[CH:57]=[C:56]([Cl:66])[C:50]=1[O:51][CH2:52][CH2:53][CH2:54]O. Product: [Cl:48][C:49]1[CH:59]=[C:58]([O:60][CH2:61][CH:62]=[C:63]([Cl:65])[Cl:64])[CH:57]=[C:56]([Cl:66])[C:50]=1[O:51][CH2:52][CH2:53][CH2:54][O:34][C:35]1[CH:36]=[CH:37][C:38]([CH:41]2[CH2:46][CH2:45][CH2:44][C:43](=[O:47])[CH2:42]2)=[CH:39][CH:40]=1. The catalyst class is: 7. (2) Reactant: C[N:2](C)/[CH:3]=[N:4]\[C:5]1[CH:10]=[C:9]([O:11][C:12]2[CH:17]=[CH:16][C:15]([N+:18]([O-:20])=[O:19])=[CH:14][C:13]=2[CH3:21])[CH:8]=[CH:7][N:6]=1.N1C=CC=CC=1.N(S(O)(=O)=O)O. Product: [CH3:21][C:13]1[CH:14]=[C:15]([N+:18]([O-:20])=[O:19])[CH:16]=[CH:17][C:12]=1[O:11][C:9]1[CH:8]=[CH:7][N:6]2[N:2]=[CH:3][N:4]=[C:5]2[CH:10]=1. The catalyst class is: 5. (3) Reactant: [Cl:1][C:2]1[CH:3]=[C:4]([CH:7]=[CH:8][C:9]=1[C:10]([F:13])([F:12])[F:11])[CH2:5]Br.[Br:14][C:15]1[C:20]([F:21])=[CH:19][C:18]([OH:22])=[C:17]([F:23])[CH:16]=1.C(=O)([O-])[O-].[K+].[K+]. Product: [Br:14][C:15]1[CH:16]=[C:17]([F:23])[C:18]([O:22][CH2:5][C:4]2[CH:7]=[CH:8][C:9]([C:10]([F:13])([F:12])[F:11])=[C:2]([Cl:1])[CH:3]=2)=[CH:19][C:20]=1[F:21]. The catalyst class is: 21. (4) Reactant: [CH3:1][C:2]1[CH:11]=[C:10]([CH3:12])[CH:9]=[C:8]2[C:3]=1[CH2:4][CH2:5][CH2:6][C:7]2=O.Cl.[NH2:15][OH:16].CO.C([O-])(=O)C.[Na+]. Product: [CH3:1][C:2]1[CH:11]=[C:10]([CH3:12])[CH:9]=[C:8]2[C:3]=1[CH2:4][CH2:5][CH2:6][C:7]2=[N:15][OH:16]. The catalyst class is: 90. (5) Reactant: [Cl:1][C:2]1[CH:7]=[CH:6][C:5]([C:8]2[N:12]3[CH:13]=[C:14]([C:17]4[CH:37]=[CH:36][C:20]([C:21]([N:23]5[CH2:28][CH2:27][N:26](C(OC(C)(C)C)=O)[CH2:25][CH2:24]5)=[O:22])=[CH:19][CH:18]=4)[N:15]=[CH:16][C:11]3=[N:10][CH:9]=2)=[CH:4][CH:3]=1.[C:38]([OH:44])([C:40]([F:43])([F:42])[F:41])=[O:39]. Product: [Cl:1][C:2]1[CH:3]=[CH:4][C:5]([C:8]2[N:12]3[CH:13]=[C:14]([C:17]4[CH:18]=[CH:19][C:20]([C:21]([N:23]5[CH2:24][CH2:25][NH:26][CH2:27][CH2:28]5)=[O:22])=[CH:36][CH:37]=4)[N:15]=[CH:16][C:11]3=[N:10][CH:9]=2)=[CH:6][CH:7]=1.[C:38]([OH:44])([C:40]([F:43])([F:42])[F:41])=[O:39]. The catalyst class is: 2. (6) Reactant: [N:1]1[CH:6]=[CH:5][CH:4]=[CH:3][C:2]=1[S:7][C:8]1[CH:9]=[C:10]([O:16][C:17]2[C:18]([CH3:24])=[N:19][N:20]([CH3:23])[C:21]=2[CH3:22])[C:11]([C:14]#[N:15])=[N:12][CH:13]=1.S(=O)(=O)(O)[OH:26].[OH-].[Na+]. Product: [N:1]1[CH:6]=[CH:5][CH:4]=[CH:3][C:2]=1[S:7][C:8]1[CH:9]=[C:10]([O:16][C:17]2[C:18]([CH3:24])=[N:19][N:20]([CH3:23])[C:21]=2[CH3:22])[C:11]([C:14]([NH2:15])=[O:26])=[N:12][CH:13]=1. The catalyst class is: 6. (7) Reactant: C[O:2][CH2:3][CH2:4][NH:5][C:6]1[C:7]([C:11]2[N:15]([C:16]3[CH:21]=[CH:20][CH:19]=[C:18]([C:22]([F:25])([F:24])[F:23])[CH:17]=3)[C:14](=[O:26])[O:13][N:12]=2)=[N:8][O:9][N:10]=1.B(Br)(Br)Br.C(=O)(O)[O-].[Na+].C(OCC)(=O)C. Product: [OH:2][CH2:3][CH2:4][NH:5][C:6]1[C:7]([C:11]2[N:15]([C:16]3[CH:21]=[CH:20][CH:19]=[C:18]([C:22]([F:24])([F:23])[F:25])[CH:17]=3)[C:14](=[O:26])[O:13][N:12]=2)=[N:8][O:9][N:10]=1. The catalyst class is: 46. (8) Reactant: C([N:4]1[C@:8]2([C@H:12]([C:13]3[CH:20]=[CH:19][C:16]([C:17]#[N:18])=[CH:15][CH:14]=3)[CH2:11][N:10]([CH2:21][C:22]3[CH:27]=[CH:26][CH:25]=[CH:24][CH:23]=3)[CH2:9]2)[C:7](=[O:28])[N:6]([C:29]2[CH:34]=[C:33]([Cl:35])[CH:32]=[C:31]([Cl:36])[CH:30]=2)[C:5]1=[O:37])(=O)C.N1CCCC1. The catalyst class is: 1. Product: [CH2:21]([N:10]1[CH2:11][C@@H:12]([C:13]2[CH:14]=[CH:15][C:16]([C:17]#[N:18])=[CH:19][CH:20]=2)[C@:8]2([NH:4][C:5](=[O:37])[N:6]([C:29]3[CH:34]=[C:33]([Cl:35])[CH:32]=[C:31]([Cl:36])[CH:30]=3)[C:7]2=[O:28])[CH2:9]1)[C:22]1[CH:23]=[CH:24][CH:25]=[CH:26][CH:27]=1. (9) The catalyst class is: 730. Reactant: [C:1]([C:3]1[CH:4]=[C:5]2[C:10](=[C:11]([C:13]#[C:14][Si:15]([CH3:18])([CH3:17])[CH3:16])[CH:12]=1)[O:9][C:8]([CH3:20])([CH3:19])[CH2:7][C:6]2([CH3:22])[CH3:21])#[CH:2].[CH3:23][O:24][C:25](=[O:35])[CH2:26][C:27]1[CH:32]=[CH:31][C:30](I)=[CH:29][C:28]=1[F:34].C(N(CC)CC)C.C(OCC)(=O)C. Product: [CH3:23][O:24][C:25](=[O:35])[CH2:26][C:27]1[CH:32]=[CH:31][C:30]([C:2]#[C:1][C:3]2[CH:4]=[C:5]3[C:10](=[C:11]([C:13]#[C:14][Si:15]([CH3:18])([CH3:17])[CH3:16])[CH:12]=2)[O:9][C:8]([CH3:20])([CH3:19])[CH2:7][C:6]3([CH3:22])[CH3:21])=[CH:29][C:28]=1[F:34].